Dataset: Forward reaction prediction with 1.9M reactions from USPTO patents (1976-2016). Task: Predict the product of the given reaction. (1) Given the reactants [NH2:1][C@@H:2]([CH2:24][C:25]1[CH:30]=[CH:29][CH:28]=[CH:27][CH:26]=1)[CH2:3][C@H:4]([OH:23])[C@@H:5]([NH:13][C:14](=[O:22])[O:15][CH2:16][C:17]1[S:21][CH:20]=[N:19][CH:18]=1)[CH2:6][C:7]1[CH:12]=[CH:11][CH:10]=[CH:9][CH:8]=1.Cl[C:32]([O:34][CH3:35])=[O:33], predict the reaction product. The product is: [CH2:24]([C@H:2]([NH:1][C:32](=[O:33])[O:34][CH3:35])[CH2:3][C@H:4]([OH:23])[C@@H:5]([NH:13][C:14]([O:15][CH2:16][C:17]1[S:21][CH:20]=[N:19][CH:18]=1)=[O:22])[CH2:6][C:7]1[CH:12]=[CH:11][CH:10]=[CH:9][CH:8]=1)[C:25]1[CH:26]=[CH:27][CH:28]=[CH:29][CH:30]=1. (2) Given the reactants [N:1]1[CH:6]=[C:5](B(O)O)[CH:4]=[N:3][CH:2]=1.C([O:12][C:13](=[O:43])[CH2:14][CH2:15][C:16]1[CH:21]=[CH:20][C:19]([O:22][C:23]2[CH:28]=[C:27]([Cl:29])[CH:26]=[C:25]([O:30][C:31]3[CH:36]=[CH:35][C:34]([C:37]([F:40])([F:39])[F:38])=[CH:33][C:32]=3Br)[CH:24]=2)=[CH:18][C:17]=1[CH3:42])C, predict the reaction product. The product is: [Cl:29][C:27]1[CH:28]=[C:23]([CH:24]=[C:25]([O:30][C:31]2[CH:32]=[CH:33][C:34]([C:37]([F:38])([F:39])[F:40])=[CH:35][C:36]=2[C:5]2[CH:6]=[N:1][CH:2]=[N:3][CH:4]=2)[CH:26]=1)[O:22][C:19]1[CH:20]=[CH:21][C:16]([CH2:15][CH2:14][C:13]([OH:43])=[O:12])=[C:17]([CH3:42])[CH:18]=1. (3) Given the reactants Br[C:2]1[CH:3]=[C:4]2[CH:10]=[CH:9][N:8]([S:11]([C:14]3[CH:19]=[CH:18][C:17]([CH3:20])=[CH:16][CH:15]=3)(=[O:13])=[O:12])[C:5]2=[N:6][CH:7]=1.[CH2:21](OB(C=C)OCCCC)[CH2:22]CC.C(=O)([O-])[O-].[K+].[K+].O, predict the reaction product. The product is: [C:17]1([CH3:20])[CH:18]=[CH:19][C:14]([S:11]([N:8]2[C:5]3=[N:6][CH:7]=[C:2]([CH:21]=[CH2:22])[CH:3]=[C:4]3[CH:10]=[CH:9]2)(=[O:13])=[O:12])=[CH:15][CH:16]=1. (4) Given the reactants [CH3:1][C:2]([CH:5]=O)([CH3:4])[CH3:3].C(O)(=O)C.[C:11]([O:15][C:16]([CH3:19])([CH3:18])[CH3:17])(=[O:14])[NH:12][NH2:13], predict the reaction product. The product is: [C:16]([O:15][C:11]([NH:12][N:13]=[CH:5][C:2]([CH3:1])([CH3:3])[CH3:4])=[O:14])([CH3:19])([CH3:18])[CH3:17]. (5) Given the reactants [C:1]12([NH2:11])[CH2:10][CH:5]3[CH2:6][CH:7]([CH2:9][CH:3]([CH2:4]3)[CH2:2]1)[CH2:8]2.[CH2:12]([S:14][C:15]1[CH:22]=[CH:21][C:18]([CH:19]=O)=[CH:17][CH:16]=1)[CH3:13].C12(NCC3C=CC(Br)=CC=3)CC3CC(CC(C3)C1)C2, predict the reaction product. The product is: [CH2:12]([S:14][C:15]1[CH:22]=[CH:21][C:18]([CH2:19][NH:11][C:1]23[CH2:8][CH:7]4[CH2:6][CH:5]([CH2:4][CH:3]([CH2:9]4)[CH2:2]2)[CH2:10]3)=[CH:17][CH:16]=1)[CH3:13]. (6) Given the reactants [NH2:1][C:2]1([CH2:33][CH3:34])[CH2:7][CH2:6][N:5]([C:8]([C:10]2[CH:15]=[CH:14][C:13]([C:16]3[CH:17]=[CH:18][C:19]4[N:20]([C:22]([C:25]5[CH:32]=[CH:31][C:28]([C:29]#[N:30])=[CH:27][CH:26]=5)=[CH:23][N:24]=4)[N:21]=3)=[CH:12][CH:11]=2)=[O:9])[CH2:4][CH2:3]1.[C:35](OC(=O)C)(=[O:37])[CH3:36].C(N(CC)CC)C, predict the reaction product. The product is: [C:29]([C:28]1[CH:31]=[CH:32][C:25]([C:22]2[N:20]3[N:21]=[C:16]([C:13]4[CH:12]=[CH:11][C:10]([C:8]([N:5]5[CH2:4][CH2:3][C:2]([NH:1][C:35](=[O:37])[CH3:36])([CH2:33][CH3:34])[CH2:7][CH2:6]5)=[O:9])=[CH:15][CH:14]=4)[CH:17]=[CH:18][C:19]3=[N:24][CH:23]=2)=[CH:26][CH:27]=1)#[N:30]. (7) Given the reactants [CH3:1][CH:2]([O:4][C:5]1[CH:13]=[C:12]2[C:8]([CH:9]=[N:10][NH:11]2)=[CH:7][C:6]=1[NH:14][C:15]1[C:16]2[C:23]3[CH2:24][CH2:25][CH:26]([C:28]([OH:30])=O)[CH2:27][C:22]=3[S:21][C:17]=2[N:18]=[CH:19][N:20]=1)[CH3:3].[NH:31]1[CH2:34][CH2:33][CH2:32]1, predict the reaction product. The product is: [N:31]1([C:28]([CH:26]2[CH2:25][CH2:24][C:23]3[C:16]4[C:15]([NH:14][C:6]5[CH:7]=[C:8]6[C:12](=[CH:13][C:5]=5[O:4][CH:2]([CH3:3])[CH3:1])[NH:11][N:10]=[CH:9]6)=[N:20][CH:19]=[N:18][C:17]=4[S:21][C:22]=3[CH2:27]2)=[O:30])[CH2:34][CH2:33][CH2:32]1.